From a dataset of Reaction yield outcomes from USPTO patents with 853,638 reactions. Predict the reaction yield, written as a fraction of the theoretical maximum amount of product (1.0 means a 100% yield; for example, 0.34 means a 34% yield). The reactants are Cl.[NH2:2][CH:3]1[CH2:15][CH2:14][C:13]2[N:12]([CH2:16][C:17]3[CH:22]=[CH:21][CH:20]=[C:19]([F:23])[CH:18]=3)[C:11]3[CH:10]=[CH:9][C:8]([C:24]#[N:25])=[CH:7][C:6]=3[C:5]=2[CH2:4]1.[CH3:26][N:27]([CH3:31])[C:28](Cl)=[O:29]. No catalyst specified. The product is [C:24]([C:8]1[CH:7]=[C:6]2[C:11](=[CH:10][CH:9]=1)[N:12]([CH2:16][C:17]1[CH:22]=[CH:21][CH:20]=[C:19]([F:23])[CH:18]=1)[C:13]1[CH2:14][CH2:15][CH:3]([NH:2][C:28](=[O:29])[N:27]([CH3:31])[CH3:26])[CH2:4][C:5]2=1)#[N:25]. The yield is 0.690.